This data is from Full USPTO retrosynthesis dataset with 1.9M reactions from patents (1976-2016). The task is: Predict the reactants needed to synthesize the given product. (1) Given the product [CH3:29][N:30]([CH3:36])[C@@H:31]1[CH2:35][CH2:34][N:33]([CH2:22][CH2:21][C:19]2[O:20][C:16]3[CH:15]=[CH:14][C:13]([C:11]4[N:12]5[C:4](=[CH:3][CH:2]=[N:1]5)[N:5]=[C:6]5[C:10]=4[CH2:9][CH2:8][CH2:7]5)=[CH:28][C:17]=3[CH:18]=2)[CH2:32]1, predict the reactants needed to synthesize it. The reactants are: [N:1]1[N:12]2[C:4]([N:5]=[C:6]3[C:10](=[C:11]2[C:13]2[CH:14]=[CH:15][C:16]4[O:20][C:19]([CH2:21][CH2:22]OS(C)(=O)=O)=[CH:18][C:17]=4[CH:28]=2)[CH2:9][CH2:8][CH2:7]3)=[CH:3][CH:2]=1.[CH3:29][N:30]([CH3:36])[C@@H:31]1[CH2:35][CH2:34][NH:33][CH2:32]1.C(=O)([O-])[O-].[K+].[K+]. (2) Given the product [CH3:1][O:2][C:3]([C:4]1[N:19]=[C:16]([CH3:17])[S:18][C:5]=1[C:7]1[CH:12]=[CH:11][C:10]([Br:13])=[CH:9][CH:8]=1)=[O:15], predict the reactants needed to synthesize it. The reactants are: [CH3:1][O:2][C:3](=[O:15])[C:4](=O)[CH:5]([C:7]1[CH:12]=[CH:11][C:10]([Br:13])=[CH:9][CH:8]=1)Cl.[C:16]([NH2:19])(=[S:18])[CH3:17].